From a dataset of Reaction yield outcomes from USPTO patents with 853,638 reactions. Predict the reaction yield, written as a fraction of the theoretical maximum amount of product (1.0 means a 100% yield; for example, 0.34 means a 34% yield). The reactants are Cl[C:2]1[N:7]=[CH:6][C:5]([F:8])=[CH:4][N:3]=1.[NH:9]1[CH2:14][CH2:13][CH:12]([CH2:15][OH:16])[CH2:11][CH2:10]1.C([O-])([O-])=O.[K+].[K+].O. The catalyst is CS(C)=O. The product is [F:8][C:5]1[CH:4]=[N:3][C:2]([N:9]2[CH2:14][CH2:13][CH:12]([CH2:15][OH:16])[CH2:11][CH2:10]2)=[N:7][CH:6]=1. The yield is 0.950.